From a dataset of Full USPTO retrosynthesis dataset with 1.9M reactions from patents (1976-2016). Predict the reactants needed to synthesize the given product. (1) Given the product [OH:10][N:9]([C@H:7]([C:1]1[CH:6]=[CH:5][CH:4]=[CH:3][CH:2]=1)[CH3:8])[CH:11]=[O:12], predict the reactants needed to synthesize it. The reactants are: [C:1]1([C@@H:7]([NH:9][OH:10])[CH3:8])[CH:6]=[CH:5][CH:4]=[CH:3][CH:2]=1.[CH:11](OCC(F)(F)F)=[O:12]. (2) Given the product [CH2:31]([O:30][C:28](=[O:29])[N:15]([N:9]1[C:8](=[O:20])[C:7]2[C:12](=[CH:13][C:4]([CH:1]([CH3:3])[CH3:2])=[C:5]([C:21]3[N:22]([CH3:26])[N:23]=[CH:24][CH:25]=3)[CH:6]=2)[NH:11][C:10]1=[O:14])[S:16]([CH3:19])(=[O:17])=[O:18])[CH2:32][CH2:33][CH2:34][CH2:35][CH3:36], predict the reactants needed to synthesize it. The reactants are: [CH:1]([C:4]1[CH:13]=[C:12]2[C:7]([C:8](=[O:20])[N:9]([NH:15][S:16]([CH3:19])(=[O:18])=[O:17])[C:10](=[O:14])[NH:11]2)=[CH:6][C:5]=1[C:21]1[N:22]([CH3:26])[N:23]=[CH:24][CH:25]=1)([CH3:3])[CH3:2].Cl[C:28]([O:30][CH2:31][CH2:32][CH2:33][CH2:34][CH2:35][CH3:36])=[O:29]. (3) Given the product [NH2:1][C:2]1[N:7]=[C:6]([N:8]2[C@H:13]([CH3:14])[CH2:12][CH2:11][C@H:10]([C:15]([NH:68][C@@H:66]([CH:60]3[CH2:65][CH2:64][CH2:63][CH2:62][CH2:61]3)[CH3:67])=[O:16])[CH2:9]2)[CH:5]=[C:4]([C:18]2[CH:23]=[CH:22][C:21]([C:24]#[N:25])=[C:20]([F:26])[CH:19]=2)[N:3]=1, predict the reactants needed to synthesize it. The reactants are: [NH2:1][C:2]1[N:7]=[C:6]([N:8]2[C@H:13]([CH3:14])[CH2:12][CH2:11][C@H:10]([C:15](O)=[O:16])[CH2:9]2)[CH:5]=[C:4]([C:18]2[CH:23]=[CH:22][C:21]([C:24]#[N:25])=[C:20]([F:26])[CH:19]=2)[N:3]=1.CN(C(ON1N=NC2C=CC=NC1=2)=[N+](C)C)C.F[P-](F)(F)(F)(F)F.CCN(C(C)C)C(C)C.[CH:60]1([C@H:66]([NH2:68])[CH3:67])[CH2:65][CH2:64][CH2:63][CH2:62][CH2:61]1. (4) Given the product [NH:1]1[CH:3]=[C:6]([C:7]([O:9][CH3:10])=[O:8])[C:5]([C:4]([O:12][CH3:13])=[O:11])=[N:2]1, predict the reactants needed to synthesize it. The reactants are: [N+:1](=[CH2:3])=[N-:2].[C:4]([O:12][CH3:13])(=[O:11])[C:5]#[C:6][C:7]([O:9][CH3:10])=[O:8]. (5) Given the product [F:32][C:29]([F:31])([F:30])[C:27]1[CH:26]=[C:5]([CH:4]=[C:3]([C:2]([F:1])([F:33])[F:34])[CH:28]=1)[C:6]([N:8]1[CH2:9][CH2:10][C:11]2([N:15]([C:16]3[CH:21]=[CH:20][CH:19]=[CH:18][C:17]=3[Cl:22])[CH2:14][N:13]([C:37]3[CH:36]=[N:35][CH:40]=[CH:39][CH:38]=3)[C:12]2=[O:23])[CH2:24][CH2:25]1)=[O:7], predict the reactants needed to synthesize it. The reactants are: [F:1][C:2]([F:34])([F:33])[C:3]1[CH:4]=[C:5]([CH:26]=[C:27]([C:29]([F:32])([F:31])[F:30])[CH:28]=1)[C:6]([N:8]1[CH2:25][CH2:24][C:11]2([N:15]([C:16]3[CH:21]=[CH:20][CH:19]=[CH:18][C:17]=3[Cl:22])[CH2:14][NH:13][C:12]2=[O:23])[CH2:10][CH2:9]1)=[O:7].[N:35]1[CH:40]=[CH:39][CH:38]=[C:37](B(O)O)[CH:36]=1.C(N(CC)CC)C. (6) Given the product [C:2]([C:4]1([NH:7][C:8]([C@@H:10]2[CH2:14][C@@H:13]([S:15]([C:18]3[CH:23]=[CH:22][CH:21]=[CH:20][C:19]=3[Cl:24])(=[O:17])=[O:16])[CH2:12][N:11]2[CH2:25][CH:26]([CH3:27])[C:29]([F:32])([F:31])[F:30])=[O:9])[CH2:6][CH2:5]1)#[N:3], predict the reactants needed to synthesize it. The reactants are: Cl.[C:2]([C:4]1([NH:7][C:8]([C@@H:10]2[CH2:14][C@@H:13]([S:15]([C:18]3[CH:23]=[CH:22][CH:21]=[CH:20][C:19]=3[Cl:24])(=[O:17])=[O:16])[CH2:12][NH:11]2)=[O:9])[CH2:6][CH2:5]1)#[N:3].[CH3:25][CH:26]([C:29]([F:32])([F:31])[F:30])[CH:27]=O. (7) Given the product [NH2:25][CH2:24][C:21]1[N:22]=[CH:23][C:18]([O:17][C:13]2[CH:14]=[C:15]([CH3:16])[C:7]3[CH:6]([CH2:5][C:4]([OH:26])=[O:3])[O:10][B:9]([OH:11])[C:8]=3[CH:12]=2)=[N:19][CH:20]=1, predict the reactants needed to synthesize it. The reactants are: C([O:3][C:4](=[O:26])[CH2:5][CH:6]1[O:10][B:9]([OH:11])[C:8]2[CH:12]=[C:13]([O:17][C:18]3[CH:23]=[N:22][C:21]([CH2:24][NH2:25])=[CH:20][N:19]=3)[CH:14]=[C:15]([CH3:16])[C:7]1=2)C.[Li+].[OH-]. (8) Given the product [NH2:8][C:9]1[CH:14]=[CH:13][C:12]([C:15]2[S:16][CH:17]=[CH:18][CH:19]=2)=[CH:11][C:10]=1[NH:20][C:21]([C:23]1[CH:24]=[C:25]([C:29]2[C:30]([C:35]([NH:42][OH:43])=[O:44])=[CH:31][CH:32]=[CH:33][CH:34]=2)[CH:26]=[CH:27][CH:28]=1)=[O:40], predict the reactants needed to synthesize it. The reactants are: C(OC([NH:8][C:9]1[CH:14]=[CH:13][C:12]([C:15]2[S:16][CH:17]=[CH:18][CH:19]=2)=[CH:11][C:10]=1[NH:20][C:21]([C:23]1[CH:24]=[C:25]([C:29]2[C:30]([C:35](OCC)=O)=[CH:31][CH:32]=[CH:33][CH:34]=2)[CH:26]=[CH:27][CH:28]=1)=O)=O)(C)(C)C.[OH-:40].[K+].[NH2:42][OH:43].[OH2:44].